Dataset: Catalyst prediction with 721,799 reactions and 888 catalyst types from USPTO. Task: Predict which catalyst facilitates the given reaction. Reactant: [Br:1][C:2]1[CH:3]=[CH:4][C:5]([CH3:13])=[C:6]([S:8][CH2:9][C:10](O)=[O:11])[CH:7]=1.O=S(Cl)[Cl:16]. Product: [Br:1][C:2]1[CH:3]=[CH:4][C:5]([CH3:13])=[C:6]([S:8][CH2:9][C:10]([Cl:16])=[O:11])[CH:7]=1. The catalyst class is: 825.